Task: Predict the reactants needed to synthesize the given product.. Dataset: Full USPTO retrosynthesis dataset with 1.9M reactions from patents (1976-2016) (1) The reactants are: [Br:1][C:2]1[CH:3]=[C:4]([CH:23]2[C:32]3[C:31](=[O:33])[CH2:30][CH:29]([CH2:34][CH2:35][CH3:36])[CH2:28][C:27]=3[NH:26][C:25]([CH3:37])=[C:24]2[C:38]#[N:39])[CH:5]=[C:6]([O:20][CH2:21][CH3:22])[C:7]=1[O:8][CH2:9][C:10]1[CH:15]=[C:14]([F:16])[CH:13]=[CH:12][C:11]=1[N+:17]([O-])=O.C(O)(=O)C. Given the product [NH2:17][C:11]1[CH:12]=[CH:13][C:14]([F:16])=[CH:15][C:10]=1[CH2:9][O:8][C:7]1[C:6]([O:20][CH2:21][CH3:22])=[CH:5][C:4]([CH:23]2[C:32]3[C:31](=[O:33])[CH2:30][CH:29]([CH2:34][CH2:35][CH3:36])[CH2:28][C:27]=3[NH:26][C:25]([CH3:37])=[C:24]2[C:38]#[N:39])=[CH:3][C:2]=1[Br:1], predict the reactants needed to synthesize it. (2) Given the product [C:23]12([NH:33][C:20]([C:14]3[CH:13]=[N:12][N:11]([C:8]4[CH:7]=[CH:6][C:5]([C:3]([O:2][CH3:1])=[O:4])=[CH:10][CH:9]=4)[C:15]=3[S:16][CH2:17][CH2:18][CH3:19])=[O:22])[CH2:30][CH:29]3[CH2:28][CH:27]([CH2:26][CH:25]([CH2:31]3)[CH2:24]1)[CH2:32]2, predict the reactants needed to synthesize it. The reactants are: [CH3:1][O:2][C:3]([C:5]1[CH:10]=[CH:9][C:8]([N:11]2[C:15]([S:16][CH2:17][CH2:18][CH3:19])=[C:14]([C:20]([OH:22])=O)[CH:13]=[N:12]2)=[CH:7][CH:6]=1)=[O:4].[C:23]12([NH2:33])[CH2:32][CH:27]3[CH2:28][CH:29]([CH2:31][CH:25]([CH2:26]3)[CH2:24]1)[CH2:30]2.C1C=CC2N(O)N=NC=2C=1.CCN(C(C)C)C(C)C.CCN=C=NCCCN(C)C. (3) Given the product [CH2:27]([N:31]([CH3:32])[S:12]([N:9]1[CH2:10][CH2:11][C:6]2([C:2](=[O:1])[N:3]([C:16]3[CH:21]=[CH:20][C:19]([O:22][C:23]([F:26])([F:25])[F:24])=[CH:18][CH:17]=3)[CH2:4][CH2:5]2)[CH2:7][CH2:8]1)(=[O:14])=[O:13])[CH:28]([CH3:30])[CH3:29], predict the reactants needed to synthesize it. The reactants are: [O:1]=[C:2]1[C:6]2([CH2:11][CH2:10][N:9]([S:12](Cl)(=[O:14])=[O:13])[CH2:8][CH2:7]2)[CH2:5][CH2:4][N:3]1[C:16]1[CH:21]=[CH:20][C:19]([O:22][C:23]([F:26])([F:25])[F:24])=[CH:18][CH:17]=1.[CH2:27]([NH:31][CH3:32])[CH:28]([CH3:30])[CH3:29]. (4) Given the product [Cl:6][C:7]1[CH:8]=[C:9]([CH2:25][C:26]([OH:28])=[O:27])[CH:10]=[C:11]([Cl:24])[C:12]=1[O:13][C:14]1[CH:19]=[C:18]([CH:20]([CH3:22])[CH3:21])[C:17](=[O:3])[NH:16][N:15]=1, predict the reactants needed to synthesize it. The reactants are: C([O-])(=[O:3])C.[Na+].[Cl:6][C:7]1[CH:8]=[C:9]([CH2:25][C:26]([OH:28])=[O:27])[CH:10]=[C:11]([Cl:24])[C:12]=1[O:13][C:14]1[N:15]=[N:16][C:17](Cl)=[C:18]([CH:20]([CH3:22])[CH3:21])[CH:19]=1. (5) Given the product [Br:21][C:18]1[CH:17]=[CH:16][C:15]([C:12]2[NH:11][C:10]([C@@H:6]3[CH2:7][CH2:8][CH2:9][N:5]3[C:3](=[O:4])[C@@H:2]([NH:1][C:43]([NH2:42])=[S:44])[CH:22]([CH3:24])[CH3:23])=[N:14][CH:13]=2)=[CH:20][CH:19]=1, predict the reactants needed to synthesize it. The reactants are: [NH2:1][C@@H:2]([CH:22]([CH3:24])[CH3:23])[C:3]([N:5]1[CH2:9][CH2:8][CH2:7][C@H:6]1[C:10]1[NH:11][C:12]([C:15]2[CH:20]=[CH:19][C:18]([Br:21])=[CH:17][CH:16]=2)=[CH:13][N:14]=1)=[O:4].C([N:42]=[C:43]=[S:44])(=O)OCC1C2C=CC=CC=2C2C1=CC=CC=2.N1CCCCC1. (6) Given the product [Br:1][C:2]1[C:11]2[C:6](=[CH:7][C:8]([CH2:12][N:22]3[CH2:23][CH2:24][N:19]([CH3:18])[CH2:20][CH2:21]3)=[CH:9][CH:10]=2)[C:5](=[O:14])[N:4]([CH:15]([CH3:17])[CH3:16])[N:3]=1, predict the reactants needed to synthesize it. The reactants are: [Br:1][C:2]1[C:11]2[C:6](=[CH:7][C:8]([CH2:12]Br)=[CH:9][CH:10]=2)[C:5](=[O:14])[N:4]([CH:15]([CH3:17])[CH3:16])[N:3]=1.[CH3:18][N:19]1[CH2:24][CH2:23][NH:22][CH2:21][CH2:20]1.